This data is from Reaction yield outcomes from USPTO patents with 853,638 reactions. The task is: Predict the reaction yield, written as a fraction of the theoretical maximum amount of product (1.0 means a 100% yield; for example, 0.34 means a 34% yield). The reactants are [N+:1]([C:4]1[CH:11]=[CH:10][C:7]([CH:8]=[O:9])=[C:6]([CH:12]=[CH2:13])[CH:5]=1)([O-:3])=[O:2].CC1C=CC(S([CH2:24][N+:25]#[C-:26])(=O)=O)=CC=1.C(=O)([O-])[O-].[K+].[K+].C([O-])(O)=O.[Na+]. The catalyst is CO. The product is [N+:1]([C:4]1[CH:11]=[CH:10][C:7]([C:8]2[O:9][CH:26]=[N:25][CH:24]=2)=[C:6]([CH:12]=[CH2:13])[CH:5]=1)([O-:3])=[O:2]. The yield is 0.160.